This data is from Reaction yield outcomes from USPTO patents with 853,638 reactions. The task is: Predict the reaction yield, written as a fraction of the theoretical maximum amount of product (1.0 means a 100% yield; for example, 0.34 means a 34% yield). (1) The reactants are [Cl-].[CH3:2][O:3][CH2:4][P+](C1C=CC=CC=1)(C1C=CC=CC=1)C1C=CC=CC=1.CC(C)([O-])C.[K+].[CH:30]([C:32]1[CH:40]=[CH:39][C:38]([Cl:41])=[CH:37][C:33]=1[C:34]([OH:36])=[O:35])=O. The catalyst is C(OCC)C.C(O)(C)(C)C.O. The product is [Cl:41][C:38]1[CH:39]=[CH:40][C:32]([CH:30]=[CH:2][O:3][CH3:4])=[C:33]([CH:37]=1)[C:34]([OH:36])=[O:35]. The yield is 0.800. (2) The reactants are [CH3:1][C:2]1[NH:3][CH:4]=[CH:5][C:6]=1[C:7]([O:9][CH2:10][CH3:11])=[O:8].[Br:12]N1C(=O)CCC1=O.O.C(OCC)C. The catalyst is O1CCCC1. The product is [Br:12][C:4]1[NH:3][C:2]([CH3:1])=[C:6]([C:7]([O:9][CH2:10][CH3:11])=[O:8])[CH:5]=1. The yield is 0.970. (3) The reactants are [N+:1]([CH2:3][C:4]([O:6][CH3:7])=[O:5])#[C-:2].[CH3:8][O:9][CH2:10][C:11]1[CH:12]=[C:13]([CH:17]=[CH:18][CH:19]=1)[C:14](Cl)=[O:15].C(N(CC)CC)C. The catalyst is C1COCC1.CN(C1C=CN=CC=1)C. The product is [CH3:8][O:9][CH2:10][C:11]1[CH:12]=[C:13]([C:14]2[O:15][CH:2]=[N:1][C:3]=2[C:4]([O:6][CH3:7])=[O:5])[CH:17]=[CH:18][CH:19]=1. The yield is 0.870. (4) The reactants are [NH2:1][C:2]1[C:7]2=[CH:8][CH:9]=[C:10]([C:11](=[O:14])[CH2:12]Cl)[N:6]2[N:5]=[CH:4][N:3]=1.C([O-])([O-])=O.[K+].[K+].[I-].[K+].[CH2:23]([N:30]1[CH2:35][CH2:34][NH:33][CH:32]([CH2:36][O:37][Si:38]([C:41]([CH3:44])([CH3:43])[CH3:42])([CH3:40])[CH3:39])[CH2:31]1)[C:24]1[CH:29]=[CH:28][CH:27]=[CH:26][CH:25]=1. The catalyst is CN(C=O)C. The product is [NH2:1][C:2]1[C:7]2=[CH:8][CH:9]=[C:10]([C:11](=[O:14])[CH2:12][N:33]3[CH2:34][CH2:35][N:30]([CH2:23][C:24]4[CH:29]=[CH:28][CH:27]=[CH:26][CH:25]=4)[CH2:31][CH:32]3[CH2:36][O:37][Si:38]([C:41]([CH3:44])([CH3:43])[CH3:42])([CH3:39])[CH3:40])[N:6]2[N:5]=[CH:4][N:3]=1. The yield is 0.810. (5) The reactants are [CH:1]1([C:8]2[CH:13]=[C:12]([C:14](OC)=[O:15])[CH:11]=[CH:10][C:9]=2[C:18]2[CH:23]=[C:22]([O:24][CH3:25])[CH:21]=[CH:20][C:19]=2[F:26])[CH2:7][CH2:6][CH2:5][CH2:4][CH2:3][CH2:2]1.[H-].[H-].[H-].[H-].[Li+].[Al+3].[OH-].[Na+]. The catalyst is C1COCC1. The product is [CH:1]1([C:8]2[CH:13]=[C:12]([CH2:14][OH:15])[CH:11]=[CH:10][C:9]=2[C:18]2[CH:23]=[C:22]([O:24][CH3:25])[CH:21]=[CH:20][C:19]=2[F:26])[CH2:2][CH2:3][CH2:4][CH2:5][CH2:6][CH2:7]1. The yield is 0.800.